This data is from Forward reaction prediction with 1.9M reactions from USPTO patents (1976-2016). The task is: Predict the product of the given reaction. (1) Given the reactants I[C:2]1[C:10]2[C:5](=[N:6][CH:7]=[C:8]([C:11]3[CH:16]=[CH:15][C:14]([N:17]4[CH2:22][CH2:21][N:20]([C:23]([O:25][C:26]([CH3:29])([CH3:28])[CH3:27])=[O:24])[CH2:19][CH2:18]4)=[CH:13][CH:12]=3)[CH:9]=2)[N:4]([S:30]([C:33]2[CH:39]=[CH:38][C:36]([CH3:37])=[CH:35][CH:34]=2)(=[O:32])=[O:31])[CH:3]=1.[Cl:40][C:41]1[CH:42]=[C:43]([CH:61]=[CH:62][CH:63]=1)[CH2:44][N:45]1[C:49]([CH3:50])=[C:48](B2OC(C)(C)C(C)(C)O2)[C:47]([CH3:60])=[N:46]1.C(=O)([O-])[O-].[Na+].[Na+], predict the reaction product. The product is: [Cl:40][C:41]1[CH:42]=[C:43]([CH:61]=[CH:62][CH:63]=1)[CH2:44][N:45]1[C:49]([CH3:50])=[C:48]([C:2]2[C:10]3[C:5](=[N:6][CH:7]=[C:8]([C:11]4[CH:16]=[CH:15][C:14]([N:17]5[CH2:22][CH2:21][N:20]([C:23]([O:25][C:26]([CH3:29])([CH3:28])[CH3:27])=[O:24])[CH2:19][CH2:18]5)=[CH:13][CH:12]=4)[CH:9]=3)[N:4]([S:30]([C:33]3[CH:39]=[CH:38][C:36]([CH3:37])=[CH:35][CH:34]=3)(=[O:32])=[O:31])[CH:3]=2)[C:47]([CH3:60])=[N:46]1. (2) The product is: [NH:1]1[CH:5]=[C:4]([CH2:6][CH2:7][NH:8][C:9](=[O:25])[NH:10][CH:11]([CH2:16][C:17]2[CH:18]=[CH:19][C:20]([O:23][CH3:24])=[CH:21][CH:22]=2)[C:12]([OH:14])=[O:13])[N:3]=[CH:2]1. Given the reactants [NH:1]1[CH:5]=[C:4]([CH2:6][CH2:7][NH:8][C:9](=[O:25])[NH:10][C@@H:11]([CH2:16][C:17]2[CH:22]=[CH:21][C:20]([O:23][CH3:24])=[CH:19][CH:18]=2)[C:12]([O:14]C)=[O:13])[N:3]=[CH:2]1.[OH-].[Li+].O1CCCC1, predict the reaction product. (3) Given the reactants [C:1]([O:5][C:6]([N:8]1[CH2:11][CH:10]([C:12]2[CH:17]=[C:16]([Cl:18])[C:15]([C:19]3[S:20][C:21]4[C:22](Cl)=[N:23][CH:24]=[CH:25][C:26]=4[N:27]=3)=[C:14]([Cl:29])[CH:13]=2)[CH2:9]1)=[O:7])([CH3:4])([CH3:3])[CH3:2].[CH3:30][C:31]1[N:36]=[CH:35][N:34]=[C:33]([NH2:37])[CH:32]=1.CC1(C)C2C(=C(P(C3C=CC=CC=3)C3C=CC=CC=3)C=CC=2)OC2C(P(C3C=CC=CC=3)C3C=CC=CC=3)=CC=CC1=2.C([O-])([O-])=O.[Cs+].[Cs+], predict the reaction product. The product is: [C:1]([O:5][C:6]([N:8]1[CH2:11][CH:10]([C:12]2[CH:13]=[C:14]([Cl:29])[C:15]([C:19]3[S:20][C:21]4[C:22]([NH:37][C:33]5[CH:32]=[C:31]([CH3:30])[N:36]=[CH:35][N:34]=5)=[N:23][CH:24]=[CH:25][C:26]=4[N:27]=3)=[C:16]([Cl:18])[CH:17]=2)[CH2:9]1)=[O:7])([CH3:2])([CH3:3])[CH3:4].